The task is: Predict the reactants needed to synthesize the given product.. This data is from Full USPTO retrosynthesis dataset with 1.9M reactions from patents (1976-2016). (1) Given the product [Cl:1][C:2]1[CH:10]=[CH:9][C:8]([N+:11]([O-:13])=[O:12])=[CH:7][C:3]=1[C:4]([NH:15][CH3:14])=[O:5], predict the reactants needed to synthesize it. The reactants are: [Cl:1][C:2]1[CH:10]=[CH:9][C:8]([N+:11]([O-:13])=[O:12])=[CH:7][C:3]=1[C:4](Cl)=[O:5].[CH3:14][NH2:15]. (2) Given the product [C:19]([O:23][C:11](=[O:12])[NH:10][C:8](=[O:9])[CH:7]([C:1]1[CH:6]=[CH:5][CH:4]=[CH:3][CH:2]=1)[C:13]1[CH:18]=[CH:17][CH:16]=[CH:15][CH:14]=1)([CH3:22])([CH3:21])[CH3:20], predict the reactants needed to synthesize it. The reactants are: [C:1]1([CH:7]([C:13]2[CH:18]=[CH:17][CH:16]=[CH:15][CH:14]=2)[C:8]([N:10]=[C:11]=[O:12])=[O:9])[CH:6]=[CH:5][CH:4]=[CH:3][CH:2]=1.[C:19]([OH:23])([CH3:22])([CH3:21])[CH3:20]. (3) Given the product [C:2]([C:5]1[CH:10]([CH2:11][CH:12]2[CH2:20][C:19]3[C:14](=[CH:15][CH:16]=[C:17]([CH3:21])[CH:18]=3)[C:13]2=[O:22])[CH:9]=[CH:8][N:7]([CH2:23][C:24]2[CH:29]=[CH:28][CH:27]=[CH:26][C:25]=2[CH3:30])[CH:6]=1)(=[O:4])[CH3:3], predict the reactants needed to synthesize it. The reactants are: [Br-].[C:2]([C:5]1[CH:6]=[N+:7]([CH2:23][C:24]2[CH:29]=[CH:28][CH:27]=[CH:26][C:25]=2[CH3:30])[CH:8]=[CH:9][C:10]=1[CH2:11][CH:12]1[CH2:20][C:19]2[C:14](=[CH:15][CH:16]=[C:17]([CH3:21])[CH:18]=2)[C:13]1=[O:22])(=[O:4])[CH3:3].C1C(C(N)=O)=CN(CC2C=CC=CC=2)C=C1. (4) Given the product [Br:1][C:2]1[CH:8]=[CH:7][C:5]([NH:6][C:24](=[O:26])[CH:23]=[N:19][OH:20])=[C:4]([CH2:9][CH3:10])[CH:3]=1, predict the reactants needed to synthesize it. The reactants are: [Br:1][C:2]1[CH:8]=[CH:7][C:5]([NH2:6])=[C:4]([CH2:9][CH3:10])[CH:3]=1.Cl.[O-]S([O-])(=O)=O.[Na+].[Na+].[NH2:19][OH:20].Cl.Cl[C:23](Cl)(Cl)[CH:24]([OH:26])O. (5) Given the product [OH:17]/[N:16]=[C:1](/[NH2:8])\[C:2]1[CH:7]=[CH:6][CH:5]=[CH:4][CH:3]=1, predict the reactants needed to synthesize it. The reactants are: [C:1](#[N:8])[C:2]1[CH:7]=[CH:6][CH:5]=[CH:4][CH:3]=1.C(=O)([O-])[O-].[K+].[K+].Cl.[NH2:16][OH:17]. (6) The reactants are: C([O:8][CH2:9][CH2:10][CH2:11][N:12]1[C:16](=[O:17])[CH2:15][NH:14][C:13]1=[O:18])C1C=CC=CC=1. Given the product [OH:8][CH2:9][CH2:10][CH2:11][N:12]1[C:16](=[O:17])[CH2:15][NH:14][C:13]1=[O:18], predict the reactants needed to synthesize it.